This data is from Full USPTO retrosynthesis dataset with 1.9M reactions from patents (1976-2016). The task is: Predict the reactants needed to synthesize the given product. (1) Given the product [Cl:15][C:9]1[CH:10]=[CH:11][CH:12]=[C:13]([Cl:14])[C:8]=1[C:6]([NH:5][C@H:4]([C:3]([OH:36])=[O:2])[CH2:16][C:17]1[CH:18]=[CH:19][C:20]([C:23]2[C:24](=[O:35])[N:25]([CH3:34])[C:26]([CH3:33])=[CH:27][C:28]=2[C:29]([F:31])([F:32])[F:30])=[CH:21][CH:22]=1)=[O:7], predict the reactants needed to synthesize it. The reactants are: C[O:2][C:3](=[O:36])[C@H:4]([CH2:16][C:17]1[CH:22]=[CH:21][C:20]([C:23]2[C:24](=[O:35])[N:25]([CH3:34])[C:26]([CH3:33])=[CH:27][C:28]=2[C:29]([F:32])([F:31])[F:30])=[CH:19][CH:18]=1)[NH:5][C:6]([C:8]1[C:13]([Cl:14])=[CH:12][CH:11]=[CH:10][C:9]=1[Cl:15])=[O:7].[OH-].[Na+]. (2) Given the product [N+:3]([CH2:4][CH2:5][CH2:6][NH:7][C:8](=[O:17])[O:9][CH2:10][C:11]1[CH:16]=[CH:15][CH:14]=[CH:13][CH:12]=1)#[C-:1], predict the reactants needed to synthesize it. The reactants are: [CH:1]([NH:3][CH2:4][CH2:5][CH2:6][NH:7][C:8](=[O:17])[O:9][CH2:10][C:11]1[CH:16]=[CH:15][CH:14]=[CH:13][CH:12]=1)=O.C(NC(C)C)(C)C.O=P(Cl)(Cl)Cl.C([O-])([O-])=O.[Na+].[Na+]. (3) Given the product [N:17]([CH:10]([CH3:12])[CH2:9][NH:8][C:6](=[O:7])[O:5][C:1]([CH3:4])([CH3:3])[CH3:2])=[N+:18]=[N-:19], predict the reactants needed to synthesize it. The reactants are: [C:1]([O:5][C:6]([NH:8][CH2:9][CH:10]([CH2:12]S([O-])(=O)=O)C)=[O:7])([CH3:4])([CH3:3])[CH3:2].[N-:17]=[N+:18]=[N-:19].[Na+]. (4) Given the product [C:15]([N:3]1[CH2:4][CH:5]([OH:7])[CH2:6][O:2]1)([O:17][C:18]([CH3:21])([CH3:20])[CH3:19])=[O:16], predict the reactants needed to synthesize it. The reactants are: Cl.[O:2]1[CH2:6][CH:5]([OH:7])[CH2:4][NH:3]1.C(N(CC)CC)C.[C:15](O[C:15]([O:17][C:18]([CH3:21])([CH3:20])[CH3:19])=[O:16])([O:17][C:18]([CH3:21])([CH3:20])[CH3:19])=[O:16]. (5) The reactants are: [O:1]1[C:6]2[CH:7]=[CH:8][CH:9]=[CH:10][C:5]=2[O:4][CH2:3][CH:2]1[CH2:11][NH2:12].[CH:13](OCC)=[O:14]. Given the product [O:1]1[C:6]2[CH:7]=[CH:8][CH:9]=[CH:10][C:5]=2[O:4][CH2:3][CH:2]1[CH2:11][NH:12][CH:13]=[O:14], predict the reactants needed to synthesize it.